Task: Predict the reactants needed to synthesize the given product.. Dataset: Full USPTO retrosynthesis dataset with 1.9M reactions from patents (1976-2016) (1) Given the product [I-:1].[CH3:8][N+:9]1[C:13]2[CH:14]=[CH:15][CH:16]=[CH:17][C:12]=2[N:11]([C:2]2[CH:7]=[CH:6][CH:5]=[CH:4][N:3]=2)[CH:10]=1, predict the reactants needed to synthesize it. The reactants are: [I:1][C:2]1[CH:7]=[CH:6][CH:5]=[CH:4][N:3]=1.[CH3:8][N:9]1[C:13]2[CH:14]=[CH:15][CH:16]=[CH:17][C:12]=2[N:11]=[CH:10]1. (2) The reactants are: [Cl:1][CH:2]=[CH:3]Cl.N1CCCCC1.[C:11]([C:13]1[CH:20]=[CH:19][C:16]([CH:17]=[O:18])=[CH:15][CH:14]=1)#[CH:12]. Given the product [Cl:1]/[CH:2]=[CH:3]/[C:12]#[C:11][C:13]1[CH:20]=[CH:19][C:16]([CH:17]=[O:18])=[CH:15][CH:14]=1, predict the reactants needed to synthesize it. (3) Given the product [Na:16][Na:17].[OH:20][CH:21]([S:12]([O-:15])(=[O:14])=[O:13])[C:22]([OH:24])=[O:23], predict the reactants needed to synthesize it. The reactants are: C(O)(=O)C=C.SCCC(O)=O.[S:12]([O-:15])([O-:14])=[O:13].[Na+:16].[Na+:17].[Na][Na].[OH:20][CH:21](S([O-])=O)[C:22]([OH:24])=[O:23].OO.[OH-].[Na+]. (4) Given the product [N+:10]([C:6]1[CH:5]=[C:4]([CH:2]([N:22]2[CH2:27][CH2:26][O:25][CH2:24][CH2:23]2)[CH3:3])[CH:9]=[CH:8][CH:7]=1)([O-:12])=[O:11], predict the reactants needed to synthesize it. The reactants are: Cl[CH:2]([C:4]1[CH:9]=[CH:8][CH:7]=[C:6]([N+:10]([O-:12])=[O:11])[CH:5]=1)[CH3:3].C(N(C(C)C)CC)(C)C.[NH:22]1[CH2:27][CH2:26][O:25][CH2:24][CH2:23]1. (5) Given the product [F:40][CH:16]1[CH2:17][C:18]([N+:26]([O-:28])=[O:27])([C:20]2[CH:25]=[CH:24][CH:23]=[CH:22][CH:21]=2)[CH2:19][N:14]([CH3:13])[C:15]1=[O:29], predict the reactants needed to synthesize it. The reactants are: C(NC(C)C)(C)C.[Li]CCCC.[CH3:13][N:14]1[CH2:19][C:18]([N+:26]([O-:28])=[O:27])([C:20]2[CH:25]=[CH:24][CH:23]=[CH:22][CH:21]=2)[CH2:17][CH2:16][C:15]1=[O:29].C1C=CC(S(N(S(C2C=CC=CC=2)(=O)=O)[F:40])(=O)=O)=CC=1. (6) Given the product [N:21]([C:18]1[CH:19]=[CH:20][C:15]([CH2:14][N:8]2[CH2:13][CH2:12][O:11][CH2:10][CH2:9]2)=[CH:16][CH:17]=1)=[C:22]=[S:23], predict the reactants needed to synthesize it. The reactants are: C(N(CC)CC)C.[N:8]1([CH2:14][C:15]2[CH:20]=[CH:19][C:18]([NH2:21])=[CH:17][CH:16]=2)[CH2:13][CH2:12][O:11][CH2:10][CH2:9]1.[C:22](Cl)(Cl)=[S:23].[OH-].[Na+]. (7) The reactants are: [NH:1]([C:7]([O:9][C:10]([CH3:13])([CH3:12])[CH3:11])=[O:8])[C@H:2]([C:4]([OH:6])=O)[CH3:3].ClC(OCC(C)C)=O.CN1CCOCC1.[F:29][C:30]1[CH:31]=[C:32]([N:37]2[CH:42]=[CH:41][CH:40]=[C:39]([NH2:43])[CH:38]2[NH2:44])[CH:33]=[C:34]([F:36])[CH:35]=1. Given the product [C:10]([O:9][C:7](=[O:8])[NH:1][C@@H:2]([CH3:3])[C:4]([NH:43][C:39]1[C:38]([NH:37][C:32]2[CH:33]=[C:34]([F:36])[CH:35]=[C:30]([F:29])[CH:31]=2)=[N:44][CH:42]=[CH:41][CH:40]=1)=[O:6])([CH3:13])([CH3:12])[CH3:11], predict the reactants needed to synthesize it. (8) Given the product [N:20]1([C:25]2[CH:26]=[C:27]([CH:30]=[CH:31][CH:32]=2)[CH2:28][N:1]2[CH:2]([C:10]3[C:15]([O:16][CH3:17])=[CH:14][CH:13]=[CH:12][C:11]=3[O:18][CH3:19])[CH2:3][CH2:4][CH2:5][C:6]2=[O:8])[CH:24]=[CH:23][N:22]=[CH:21]1, predict the reactants needed to synthesize it. The reactants are: [NH2:1][CH:2]([C:10]1[C:15]([O:16][CH3:17])=[CH:14][CH:13]=[CH:12][C:11]=1[O:18][CH3:19])[CH2:3][CH2:4][CH2:5][C:6]([O:8]C)=O.[N:20]1([C:25]2[CH:26]=[C:27]([CH:30]=[CH:31][CH:32]=2)[CH:28]=O)[CH:24]=[CH:23][N:22]=[CH:21]1.